Dataset: Ames mutagenicity test results for genotoxicity prediction. Task: Regression/Classification. Given a drug SMILES string, predict its toxicity properties. Task type varies by dataset: regression for continuous values (e.g., LD50, hERG inhibition percentage) or binary classification for toxic/non-toxic outcomes (e.g., AMES mutagenicity, cardiotoxicity, hepatotoxicity). Dataset: ames. (1) The molecule is O=[N+]([O-])C(Br)(CO)CO. The result is 0 (non-mutagenic). (2) The result is 1 (mutagenic). The compound is COc1ccc2c(cc3c4c(cc5c(c42)OCO5)C(=O)C(=O)N3C)c1OC. (3) The molecule is O=C(O)Cc1cccc2ccccc12. The result is 0 (non-mutagenic). (4) The drug is O=C(OCc1ccccc1[N+](=O)[O-])c1ccccc1. The result is 0 (non-mutagenic). (5) The compound is O=C1C2CC=CCC2C(=O)N1SC(Cl)(Cl)C(Cl)Cl. The result is 0 (non-mutagenic). (6) The drug is CCCCN1C2c3ccccc3-c3ccccc3C21. The result is 1 (mutagenic).